This data is from NCI-60 drug combinations with 297,098 pairs across 59 cell lines. The task is: Regression. Given two drug SMILES strings and cell line genomic features, predict the synergy score measuring deviation from expected non-interaction effect. (1) Drug 1: CC1=C(C=C(C=C1)NC2=NC=CC(=N2)N(C)C3=CC4=NN(C(=C4C=C3)C)C)S(=O)(=O)N.Cl. Drug 2: CCCCC(=O)OCC(=O)C1(CC(C2=C(C1)C(=C3C(=C2O)C(=O)C4=C(C3=O)C=CC=C4OC)O)OC5CC(C(C(O5)C)O)NC(=O)C(F)(F)F)O. Cell line: UACC62. Synergy scores: CSS=0.209, Synergy_ZIP=7.10, Synergy_Bliss=-1.38, Synergy_Loewe=-2.80, Synergy_HSA=-1.24. (2) Drug 1: C1CC(=O)NC(=O)C1N2CC3=C(C2=O)C=CC=C3N. Drug 2: CCCCCOC(=O)NC1=NC(=O)N(C=C1F)C2C(C(C(O2)C)O)O. Cell line: UACC-257. Synergy scores: CSS=3.99, Synergy_ZIP=2.43, Synergy_Bliss=3.16, Synergy_Loewe=4.26, Synergy_HSA=3.28. (3) Drug 1: C1=C(C(=O)NC(=O)N1)F. Drug 2: C1=NC(=NC(=O)N1C2C(C(C(O2)CO)O)O)N. Cell line: HOP-92. Synergy scores: CSS=11.4, Synergy_ZIP=-3.96, Synergy_Bliss=-7.98, Synergy_Loewe=-4.64, Synergy_HSA=-4.39. (4) Cell line: SN12C. Drug 1: CC1=C2C(C(=O)C3(C(CC4C(C3C(C(C2(C)C)(CC1OC(=O)C(C(C5=CC=CC=C5)NC(=O)OC(C)(C)C)O)O)OC(=O)C6=CC=CC=C6)(CO4)OC(=O)C)O)C)O. Drug 2: CCN(CC)CCNC(=O)C1=C(NC(=C1C)C=C2C3=C(C=CC(=C3)F)NC2=O)C. Synergy scores: CSS=25.6, Synergy_ZIP=1.76, Synergy_Bliss=5.11, Synergy_Loewe=5.32, Synergy_HSA=5.52.